This data is from Catalyst prediction with 721,799 reactions and 888 catalyst types from USPTO. The task is: Predict which catalyst facilitates the given reaction. (1) Reactant: [Br:1][C:2]1[CH:3]=[C:4]2[C:12](=[C:13]([C:15](=[O:17])[NH2:16])[CH:14]=1)[NH:11][C:10]1[CH:9]=[C:8]([C:18]([O:20][CH2:21][CH3:22])=[O:19])[CH:7]=[CH:6][C:5]2=1.C([O-])([O-])=O.[K+].[K+].Br[CH2:30][CH:31]1[CH2:33][CH2:32]1. Product: [Br:1][C:2]1[CH:3]=[C:4]2[C:12](=[C:13]([C:15](=[O:17])[NH2:16])[CH:14]=1)[N:11]([CH2:30][CH:31]1[CH2:33][CH2:32]1)[C:10]1[CH:9]=[C:8]([C:18]([O:20][CH2:21][CH3:22])=[O:19])[CH:7]=[CH:6][C:5]2=1. The catalyst class is: 21. (2) Reactant: [C:1]([O:5][C:6]([NH:8][CH2:9][CH2:10][CH2:11][CH2:12][CH2:13][CH2:14][CH2:15][CH2:16][CH2:17][CH2:18][CH2:19][C:20]([OH:22])=O)=[O:7])([CH3:4])([CH3:3])[CH3:2].C(N1C=CN=C1)(N1C=CN=C1)=O.[CH3:35][N:36]([CH3:41])[CH2:37][CH2:38][CH2:39][NH2:40]. Product: [C:1]([O:5][C:6](=[O:7])[NH:8][CH2:9][CH2:10][CH2:11][CH2:12][CH2:13][CH2:14][CH2:15][CH2:16][CH2:17][CH2:18][CH2:19][C:20](=[O:22])[NH:40][CH2:39][CH2:38][CH2:37][N:36]([CH3:41])[CH3:35])([CH3:2])([CH3:3])[CH3:4]. The catalyst class is: 1. (3) Reactant: Cl.C(O[C:7]([N:9]1[CH2:14][CH2:13][CH:12]([C:15]([OH:17])=[O:16])[C@@H:11]([NH:18][C@H:19]([C:21]2[CH:26]=[CH:25][CH:24]=[CH:23][CH:22]=2)[CH3:20])[CH2:10]1)=O)(C)(C)C.C([O-])([O-])=O.[K+].[K+].ClC1[N:39]=[CH:38][N:37]=[C:36]([NH2:40])[C:35]=1[F:41]. Product: [NH2:40][C:36]1[N:37]=[CH:38][N:39]=[C:7]([N:9]2[CH2:14][CH2:13][CH:12]([C:15]([OH:17])=[O:16])[C@@H:11]([NH:18][C@H:19]([C:21]3[CH:22]=[CH:23][CH:24]=[CH:25][CH:26]=3)[CH3:20])[CH2:10]2)[C:35]=1[F:41]. The catalyst class is: 12.